This data is from NCI-60 drug combinations with 297,098 pairs across 59 cell lines. The task is: Regression. Given two drug SMILES strings and cell line genomic features, predict the synergy score measuring deviation from expected non-interaction effect. (1) Drug 1: CC12CCC3C(C1CCC2=O)CC(=C)C4=CC(=O)C=CC34C. Drug 2: C1=C(C(=O)NC(=O)N1)F. Cell line: MDA-MB-435. Synergy scores: CSS=39.2, Synergy_ZIP=-0.505, Synergy_Bliss=-9.89, Synergy_Loewe=-6.81, Synergy_HSA=-5.54. (2) Drug 1: CC1=C2C(C(=O)C3(C(CC4C(C3C(C(C2(C)C)(CC1OC(=O)C(C(C5=CC=CC=C5)NC(=O)OC(C)(C)C)O)O)OC(=O)C6=CC=CC=C6)(CO4)OC(=O)C)O)C)O. Drug 2: CN(CC1=CN=C2C(=N1)C(=NC(=N2)N)N)C3=CC=C(C=C3)C(=O)NC(CCC(=O)O)C(=O)O. Cell line: LOX IMVI. Synergy scores: CSS=47.7, Synergy_ZIP=2.12, Synergy_Bliss=0.181, Synergy_Loewe=-2.62, Synergy_HSA=0.830. (3) Drug 1: CC=C1C(=O)NC(C(=O)OC2CC(=O)NC(C(=O)NC(CSSCCC=C2)C(=O)N1)C(C)C)C(C)C. Drug 2: C1CN(CCN1C(=O)CCBr)C(=O)CCBr. Cell line: M14. Synergy scores: CSS=45.6, Synergy_ZIP=0.631, Synergy_Bliss=4.48, Synergy_Loewe=-32.2, Synergy_HSA=1.41. (4) Drug 1: CCCS(=O)(=O)NC1=C(C(=C(C=C1)F)C(=O)C2=CNC3=C2C=C(C=N3)C4=CC=C(C=C4)Cl)F. Drug 2: C(CC(=O)O)C(=O)CN.Cl. Cell line: MDA-MB-435. Synergy scores: CSS=21.7, Synergy_ZIP=-0.589, Synergy_Bliss=-3.02, Synergy_Loewe=-30.2, Synergy_HSA=-4.58. (5) Drug 1: C(=O)(N)NO. Drug 2: CC(C)NC(=O)C1=CC=C(C=C1)CNNC.Cl. Cell line: SNB-75. Synergy scores: CSS=0.850, Synergy_ZIP=2.62, Synergy_Bliss=-5.03, Synergy_Loewe=-6.49, Synergy_HSA=-4.96.